The task is: Predict which catalyst facilitates the given reaction.. This data is from Catalyst prediction with 721,799 reactions and 888 catalyst types from USPTO. (1) Reactant: [CH3:1][S:2]([CH2:5][C:6]1[CH:7]=[C:8]([CH:13]=[CH:14][CH:15]=1)[C:9]([O:11]C)=[O:10])(=[O:4])=[O:3].[OH-].[Li+].Cl.O. Product: [CH3:1][S:2]([CH2:5][C:6]1[CH:7]=[C:8]([CH:13]=[CH:14][CH:15]=1)[C:9]([OH:11])=[O:10])(=[O:3])=[O:4]. The catalyst class is: 12. (2) Reactant: [CH3:1][N:2]1[C:6]2=[CH:7][CH:8]=[C:9]3[C:14]([N:13]=[C:12]([C:15]4[CH:21]=[CH:20][C:18]([NH2:19])=[CH:17][CH:16]=4)[N:11]=[C:10]3[N:22]3[CH2:27][CH2:26][O:25][CH2:24][CH2:23]3)=[C:5]2[CH:4]=[CH:3]1.C[CH2:29][N:30]([CH2:33]C)CC.ClC(Cl)([O:38]C(=O)OC(Cl)(Cl)Cl)Cl.CN.C1COCC1. Product: [CH3:29][NH:30][C:33]([NH:19][C:18]1[CH:17]=[CH:16][C:15]([C:12]2[N:11]=[C:10]([N:22]3[CH2:27][CH2:26][O:25][CH2:24][CH2:23]3)[C:9]3[C:14](=[C:5]4[CH:4]=[CH:3][N:2]([CH3:1])[C:6]4=[CH:7][CH:8]=3)[N:13]=2)=[CH:21][CH:20]=1)=[O:38]. The catalyst class is: 2.